Dataset: Reaction yield outcomes from USPTO patents with 853,638 reactions. Task: Predict the reaction yield, written as a fraction of the theoretical maximum amount of product (1.0 means a 100% yield; for example, 0.34 means a 34% yield). (1) The reactants are [CH3:1][C:2]([CH3:16])([CH3:15])[C:3]#[C:4][C:5]1[CH:6]=[CH:7][C:8]([C:11]([O:13]C)=[O:12])=[N:9][CH:10]=1.[OH-].[Li+].CO. The catalyst is O. The product is [CH3:1][C:2]([CH3:16])([CH3:15])[C:3]#[C:4][C:5]1[CH:6]=[CH:7][C:8]([C:11]([OH:13])=[O:12])=[N:9][CH:10]=1. The yield is 0.950. (2) The reactants are [Si](O[CH2:9][CH2:10][C:11]([C:14]1[NH:15][C:16]2[C:21]([CH:22]=1)=[CH:20][C:19]([N+:23]([O-:25])=[O:24])=[C:18]([F:26])[CH:17]=2)([CH3:13])[CH3:12])(C(C)(C)C)(C)C.CC1C=CC(S(OC[C@@H]2COC(C)(C)O2)(=O)=O)=CC=1.C([O-])([O-])=O.[Cs+].[Cs+]. The catalyst is CN(C=O)C. The product is [F:26][C:18]1[C:19]([N+:23]([O-:25])=[O:24])=[CH:20][C:21]2[CH:22]=[C:14]3[C:11]([CH3:13])([CH3:12])[CH2:10][CH2:9][N:15]3[C:16]=2[CH:17]=1. The yield is 0.480. (3) The reactants are Br[C:2]1[CH:3]=[C:4]2[C:9](=[CH:10][C:11]=1[O:12][CH3:13])[N:8]=[C:7]([Cl:14])[N:6]=[CH:5]2.[CH3:15][O:16][C:17]1[CH:18]=[C:19](B(O)O)[CH:20]=[C:21]([O:23][CH3:24])[CH:22]=1.C(=O)([O-])[O-].[Ce+3].C(=O)([O-])[O-].C(=O)([O-])[O-].[Ce+3]. The catalyst is C1COCC1.O1CCOCC1.O.Cl[Pd](Cl)([P](C1C=CC=CC=1)(C1C=CC=CC=1)C1C=CC=CC=1)[P](C1C=CC=CC=1)(C1C=CC=CC=1)C1C=CC=CC=1. The product is [Cl:14][C:7]1[N:6]=[CH:5][C:4]2[C:9](=[CH:10][C:11]([O:12][CH3:13])=[C:2]([C:19]3[CH:18]=[C:17]([O:16][CH3:15])[CH:22]=[C:21]([O:23][CH3:24])[CH:20]=3)[CH:3]=2)[N:8]=1. The yield is 0.380. (4) The reactants are [O:1]=[C:2]1[CH2:7][O:6][C:5]2[N:8]=[C:9]([C:18]3[CH:23]=[CH:22][C:21]([C:24]4([NH:28][C:29](=[O:35])[O:30][C:31]([CH3:34])([CH3:33])[CH3:32])[CH2:27][CH2:26][CH2:25]4)=[CH:20][CH:19]=3)[C:10]([C:12]3[CH:17]=[CH:16][CH:15]=[CH:14][CH:13]=3)=[CH:11][C:4]=2[NH:3]1.C(=O)([O-])[O-].[K+].[K+].Br[CH:43]1[CH2:47][CH2:46][CH2:45][CH2:44]1. The catalyst is CN(C)C=O.C(=O)(O)[O-].[Na+]. The product is [CH:43]1([N:3]2[C:2](=[O:1])[CH2:7][O:6][C:5]3[N:8]=[C:9]([C:18]4[CH:23]=[CH:22][C:21]([C:24]5([NH:28][C:29](=[O:35])[O:30][C:31]([CH3:32])([CH3:34])[CH3:33])[CH2:25][CH2:26][CH2:27]5)=[CH:20][CH:19]=4)[C:10]([C:12]4[CH:13]=[CH:14][CH:15]=[CH:16][CH:17]=4)=[CH:11][C:4]2=3)[CH2:47][CH2:46][CH2:45][CH2:44]1. The yield is 0.210.